This data is from Reaction yield outcomes from USPTO patents with 853,638 reactions. The task is: Predict the reaction yield, written as a fraction of the theoretical maximum amount of product (1.0 means a 100% yield; for example, 0.34 means a 34% yield). (1) The reactants are Cl.[C:2]([NH2:5])(=[NH:4])[CH3:3].C[O-].[Na+].[C:9]([C:11]1[CH:16]=[CH:15][CH:14]=[CH:13][C:12]=1[C:17]1[CH:22]=[C:21]([F:23])[C:20]([CH2:24][CH:25]([C:30](=O)[CH2:31][CH2:32][CH2:33][CH3:34])[C:26](OC)=[O:27])=[C:19]([F:36])[CH:18]=1)#[N:10].O. The catalyst is CO. The product is [CH2:31]([C:30]1[N:4]=[C:2]([CH3:3])[NH:5][C:26](=[O:27])[C:25]=1[CH2:24][C:20]1[C:21]([F:23])=[CH:22][C:17]([C:12]2[C:11]([C:9]#[N:10])=[CH:16][CH:15]=[CH:14][CH:13]=2)=[CH:18][C:19]=1[F:36])[CH2:32][CH2:33][CH3:34]. The yield is 0.630. (2) The reactants are [F:1][C:2]1[CH:27]=[CH:26][C:25]([F:28])=[CH:24][C:3]=1[CH2:4][N:5]1[CH2:10][CH2:9][NH:8][C:7]2[N:11]=[CH:12][C:13]([C:15]3[CH:16]=[CH:17][C:18]([C:21](O)=[O:22])=[N:19][CH:20]=3)=[CH:14][C:6]1=2.[NH:29]1[CH2:34][CH2:33][O:32][CH2:31][CH2:30]1. No catalyst specified. The product is [F:1][C:2]1[CH:27]=[CH:26][C:25]([F:28])=[CH:24][C:3]=1[CH2:4][N:5]1[CH2:10][CH2:9][NH:8][C:7]2[N:11]=[CH:12][C:13]([C:15]3[CH:16]=[CH:17][C:18]([C:21]([N:29]4[CH2:34][CH2:33][O:32][CH2:31][CH2:30]4)=[O:22])=[N:19][CH:20]=3)=[CH:14][C:6]1=2. The yield is 0.260. (3) The reactants are [Br:1][C:2]1[C:3]([CH3:9])=[C:4]([CH:6]=[CH:7][CH:8]=1)[NH2:5].[F:10][C:11]1[CH:22]=[CH:21][C:14]2[NH:15]C(=O)[O:17][C:18](=O)[C:13]=2[CH:12]=1.C[Al](C)C.Cl. The catalyst is C1(C)C=CC=CC=1. The product is [NH2:15][C:14]1[CH:21]=[CH:22][C:11]([F:10])=[CH:12][C:13]=1[C:18]([NH:5][C:4]1[CH:6]=[CH:7][CH:8]=[C:2]([Br:1])[C:3]=1[CH3:9])=[O:17]. The yield is 0.300. (4) The reactants are [NH2:1][C:2]1[N:10]=[CH:9][N:8]=[C:7]2[C:3]=1[N:4]=[CH:5][N:6]2[C@H:11]1[C@@H:15]2[O:16][C:17]([CH3:20])([CH3:19])[O:18][C@@H:14]2[C@@H:13]([CH2:21][N:22]([CH3:27])[CH2:23][CH2:24][CH2:25][NH2:26])[O:12]1.[N:28]([C:31]1[CH:36]=[CH:35][C:34]([CH:37]([CH3:39])[CH3:38])=[CH:33][CH:32]=1)=[C:29]=[O:30]. The catalyst is C(Cl)Cl. The product is [NH2:1][C:2]1[N:10]=[CH:9][N:8]=[C:7]2[C:3]=1[N:4]=[CH:5][N:6]2[C@H:11]1[C@@H:15]2[O:16][C:17]([CH3:19])([CH3:20])[O:18][C@@H:14]2[C@@H:13]([CH2:21][N:22]([CH3:27])[CH2:23][CH2:24][CH2:25][NH:26][C:29]([NH:28][C:31]2[CH:36]=[CH:35][C:34]([CH:37]([CH3:39])[CH3:38])=[CH:33][CH:32]=2)=[O:30])[O:12]1. The yield is 0.770.